Dataset: Forward reaction prediction with 1.9M reactions from USPTO patents (1976-2016). Task: Predict the product of the given reaction. (1) Given the reactants N(C(OCC)=O)=NC(OCC)=O.[Cl:13][C:14]1[CH:33]=[CH:32][C:17]([NH:18][C:19]2[C:28]3[C:23](=[CH:24][C:25]([OH:31])=[C:26]([O:29][CH3:30])[CH:27]=3)[N:22]=[CH:21][N:20]=2)=[C:16]([F:34])[CH:15]=1.O[CH2:36][CH2:37][CH2:38][N:39]1[C:44](=[O:45])[CH2:43][O:42][CH2:41][C:40]1=[O:46].C1(P(C2C=CC=CC=2)C2C=CC=CC=2)C=CC=CC=1, predict the reaction product. The product is: [ClH:13].[Cl:13][C:14]1[CH:33]=[CH:32][C:17]([NH:18][C:19]2[C:28]3[C:23](=[CH:24][C:25]([O:31][CH2:36][CH2:37][CH2:38][N:39]4[C:44](=[O:45])[CH2:43][O:42][CH2:41][C:40]4=[O:46])=[C:26]([O:29][CH3:30])[CH:27]=3)[N:22]=[CH:21][N:20]=2)=[C:16]([F:34])[CH:15]=1. (2) Given the reactants [NH2:1][C:2]1[N:11]=[CH:10][C:9]2[C:4](=[CH:5][C:6]([O:13][CH3:14])=[C:7]([Br:12])[CH:8]=2)[N:3]=1.[H-].[Na+].[CH:17](I)([CH3:19])[CH3:18], predict the reaction product. The product is: [Br:12][C:7]1[CH:8]=[C:9]2[C:4](=[CH:5][C:6]=1[O:13][CH3:14])[N:3]=[C:2]([NH:1][CH:17]([CH3:19])[CH3:18])[N:11]=[CH:10]2. (3) The product is: [NH2:18][CH2:17][C:4]1[CH:3]=[C:2]([Br:1])[CH:7]=[CH:6][C:5]=1[NH:8][C:9]([C:11]1[CH:16]=[CH:15][CH:14]=[CH:13][N:12]=1)=[O:10]. Given the reactants [Br:1][C:2]1[CH:7]=[CH:6][C:5]([NH:8][C:9]([C:11]2[CH:16]=[CH:15][CH:14]=[CH:13][N:12]=2)=[O:10])=[C:4]([C:17]#[N:18])[CH:3]=1.N.[H][H], predict the reaction product.